This data is from Peptide-MHC class I binding affinity with 185,985 pairs from IEDB/IMGT. The task is: Regression. Given a peptide amino acid sequence and an MHC pseudo amino acid sequence, predict their binding affinity value. This is MHC class I binding data. (1) The peptide sequence is PPPSLPSPSRL. The MHC is Mamu-A11 with pseudo-sequence Mamu-A11. The binding affinity (normalized) is 0. (2) The peptide sequence is MDLLLFSTS. The MHC is HLA-B45:01 with pseudo-sequence HLA-B45:01. The binding affinity (normalized) is 0.356.